From a dataset of Forward reaction prediction with 1.9M reactions from USPTO patents (1976-2016). Predict the product of the given reaction. (1) The product is: [O:3]=[C:4]1[C:13]([CH:14]2[CH2:19][CH2:18][N:17]([C:20]([O:22][C@@H:23]([C:41]([OH:43])=[O:42])[CH2:24][C:25]3[CH:26]=[C:27]([CH3:40])[C:28]([O:32][CH2:33][C:34]4[CH:39]=[CH:38][CH:37]=[CH:36][CH:35]=4)=[C:29]([CH3:31])[CH:30]=3)=[O:21])[CH2:16][CH2:15]2)=[CH:12][C:11]2[C:6](=[CH:7][CH:8]=[CH:9][CH:10]=2)[NH:5]1. Given the reactants [Li+].[OH-].[O:3]=[C:4]1[C:13]([CH:14]2[CH2:19][CH2:18][N:17]([C:20]([O:22][C@@H:23]([C:41]([O:43]C)=[O:42])[CH2:24][C:25]3[CH:30]=[C:29]([CH3:31])[C:28]([O:32][CH2:33][C:34]4[CH:39]=[CH:38][CH:37]=[CH:36][CH:35]=4)=[C:27]([CH3:40])[CH:26]=3)=[O:21])[CH2:16][CH2:15]2)=[CH:12][C:11]2[C:6](=[CH:7][CH:8]=[CH:9][CH:10]=2)[NH:5]1, predict the reaction product. (2) Given the reactants CCCCCC.[Li]CCCC.[CH3:12][Si:13]([CH3:28])([CH3:27])[CH2:14][CH2:15][O:16][CH2:17][N:18]1[C:22]2=[N:23][CH:24]=[CH:25][CH:26]=[C:21]2[CH:20]=[CH:19]1.[B:29](OC(C)C)([O:34]C(C)C)[O:30]C(C)C, predict the reaction product. The product is: [CH3:12][Si:13]([CH3:28])([CH3:27])[CH2:14][CH2:15][O:16][CH2:17][N:18]1[C:22]2=[N:23][CH:24]=[CH:25][CH:26]=[C:21]2[CH:20]=[C:19]1[B:29]([OH:34])[OH:30]. (3) Given the reactants C(OC(=O)[NH:7][CH:8]([CH2:27][C:28]1[CH:33]=[CH:32][C:31]([Cl:34])=[CH:30][C:29]=1[CH3:35])[C:9](=[O:26])[N:10]1[CH2:15][CH2:14][N:13]([C:16]2[C:25]3[C:20](=[CH:21][CH:22]=[CH:23][CH:24]=3)[N:19]=[CH:18][N:17]=2)[CH2:12][CH2:11]1)(C)(C)C.C(O)(C(F)(F)F)=O, predict the reaction product. The product is: [ClH:34].[ClH:34].[NH2:7][CH:8]([CH2:27][C:28]1[CH:33]=[CH:32][C:31]([Cl:34])=[CH:30][C:29]=1[CH3:35])[C:9]([N:10]1[CH2:15][CH2:14][N:13]([C:16]2[C:25]3[C:20](=[CH:21][CH:22]=[CH:23][CH:24]=3)[N:19]=[CH:18][N:17]=2)[CH2:12][CH2:11]1)=[O:26]. (4) Given the reactants [F:1][C:2]([F:33])([F:32])[C:3]1[CH:4]=[C:5]([CH:25]=[C:26]([C:28]([F:31])([F:30])[F:29])[CH:27]=1)[CH2:6][N:7]1[C@@H:11]([CH3:12])[C@H:10]([C:13]2[CH:18]=[C:17]([C:19]([F:22])([F:21])[F:20])[CH:16]=[CH:15][C:14]=2I)[O:9][C:8]1=[O:24].[CH:34]([C:37]1[CH:38]=[CH:39][C:40]([O:46][CH3:47])=[C:41](B(O)O)[CH:42]=1)([CH3:36])[CH3:35], predict the reaction product. The product is: [F:1][C:2]([F:33])([F:32])[C:3]1[CH:4]=[C:5]([CH:25]=[C:26]([C:28]([F:31])([F:30])[F:29])[CH:27]=1)[CH2:6][N:7]1[CH:11]([CH3:12])[CH:10]([C:13]2[CH:18]=[C:17]([C:19]([F:22])([F:21])[F:20])[CH:16]=[CH:15][C:14]=2[C:41]2[CH:42]=[C:37]([CH:34]([CH3:36])[CH3:35])[CH:38]=[CH:39][C:40]=2[O:46][CH3:47])[O:9][C:8]1=[O:24]. (5) Given the reactants [OH-:1].[Na+].[Br:3][C:4]1[CH:9]=[C:8]([O:10][CH3:11])[CH:7]=[CH:6][C:5]=1[CH2:12]Cl, predict the reaction product. The product is: [Br:3][C:4]1[CH:9]=[C:8]([O:10][CH3:11])[CH:7]=[CH:6][C:5]=1[CH2:12][C:5]([CH3:12])([CH3:6])[CH:4]=[O:1].